From a dataset of Reaction yield outcomes from USPTO patents with 853,638 reactions. Predict the reaction yield, written as a fraction of the theoretical maximum amount of product (1.0 means a 100% yield; for example, 0.34 means a 34% yield). The reactants are [CH:1]([N:4]([C:8]1[CH:13]=[CH:12][C:11]2[O:14][CH2:15][O:16][C:10]=2[CH:9]=1)[C:5]([NH2:7])=[O:6])([CH3:3])[CH3:2].[CH:17]1[C:22]([CH:23]=O)=[CH:21][C:20]2[O:25][CH2:26][O:27][C:19]=2[CH:18]=1. No catalyst specified. The product is [CH:1]([N:4]1[C:8]2[C:13](=[CH:12][C:11]3[O:14][CH2:15][O:16][C:10]=3[CH:9]=2)[CH:23]([C:22]2[CH:17]=[CH:18][C:19]3[O:27][CH2:26][O:25][C:20]=3[CH:21]=2)[NH:7][C:5]1=[O:6])([CH3:3])[CH3:2]. The yield is 0.410.